Predict the product of the given reaction. From a dataset of Forward reaction prediction with 1.9M reactions from USPTO patents (1976-2016). (1) Given the reactants Cl[C:2]1[C:7]2[CH2:8][N:9]([CH2:12][C:13]3[CH:14]=[N:15][C:16]([O:20][CH2:21][C:22]([F:27])([F:26])[CH:23]([F:25])[F:24])=[C:17]([CH3:19])[CH:18]=3)[C:10](=[O:11])[C:6]=2[CH:5]=[CH:4][N:3]=1.[CH:28]([O:30][C:31]1[CH:36]=[CH:35][CH:34]=[CH:33][CH:32]=1)=[O:29], predict the reaction product. The product is: [CH3:19][C:17]1[CH:18]=[C:13]([CH2:12][N:9]2[C:10](=[O:11])[C:6]3[CH:5]=[CH:4][N:3]=[C:2]([C:28]([O:30][C:31]4[CH:36]=[CH:35][CH:34]=[CH:33][CH:32]=4)=[O:29])[C:7]=3[CH2:8]2)[CH:14]=[N:15][C:16]=1[O:20][CH2:21][C:22]([F:27])([F:26])[CH:23]([F:25])[F:24]. (2) Given the reactants [CH2:1]([O:8][C:9]1[C:14]([CH3:15])=[CH:13][C:12]([OH:16])=[CH:11][C:10]=1[Cl:17])[C:2]1[CH:7]=[CH:6][CH:5]=[CH:4][CH:3]=1.[C:18](Cl)(=[O:25])[C:19]1[CH:24]=[CH:23][CH:22]=[CH:21][CH:20]=1.C(N(CC)CC)C, predict the reaction product. The product is: [CH2:1]([O:8][C:9]1[C:14]([CH3:15])=[CH:13][C:12]([O:16][C:18](=[O:25])[C:19]2[CH:24]=[CH:23][CH:22]=[CH:21][CH:20]=2)=[CH:11][C:10]=1[Cl:17])[C:2]1[CH:3]=[CH:4][CH:5]=[CH:6][CH:7]=1. (3) Given the reactants [CH2:1]([N:8]1[C:16]2[C:11](=[CH:12][C:13]([C:17]3[CH:22]=[CH:21][C:20]([C:23]([CH3:26])([CH3:25])[CH3:24])=[CH:19][CH:18]=3)=[CH:14][CH:15]=2)[C:10]([C:27](=[O:33])[C:28]([O:30]CC)=[O:29])=[CH:9]1)[C:2]1[CH:7]=[CH:6][CH:5]=[CH:4][CH:3]=1.[OH-].[K+], predict the reaction product. The product is: [CH2:1]([N:8]1[C:16]2[C:11](=[CH:12][C:13]([C:17]3[CH:22]=[CH:21][C:20]([C:23]([CH3:26])([CH3:25])[CH3:24])=[CH:19][CH:18]=3)=[CH:14][CH:15]=2)[C:10]([C:27](=[O:33])[C:28]([OH:30])=[O:29])=[CH:9]1)[C:2]1[CH:3]=[CH:4][CH:5]=[CH:6][CH:7]=1.